From a dataset of Full USPTO retrosynthesis dataset with 1.9M reactions from patents (1976-2016). Predict the reactants needed to synthesize the given product. (1) Given the product [NH2:11][CH2:10][C:9]1[CH:12]=[CH:13][C:6]([O:5][CH2:4][CH2:3][C:2]([CH3:15])([CH3:14])[CH3:1])=[N:7][CH:8]=1, predict the reactants needed to synthesize it. The reactants are: [CH3:1][C:2]([CH3:15])([CH3:14])[CH2:3][CH2:4][O:5][C:6]1[CH:13]=[CH:12][C:9]([C:10]#[N:11])=[CH:8][N:7]=1.Cl. (2) Given the product [CH3:30][C:27]1[CH:28]=[CH:29][C:24]([CH2:23][P:13]([CH2:12][CH:11]([CH2:31][CH2:32][C:33]([OH:35])=[O:34])[C:9]([OH:10])=[O:8])([OH:22])=[O:14])=[CH:25][CH:26]=1, predict the reactants needed to synthesize it. The reactants are: C([O:8][C:9]([CH:11]([CH2:31][CH2:32][C:33]([O:35]CC1C=CC=CC=1)=[O:34])[CH2:12][P:13]([CH2:23][C:24]1[CH:29]=[CH:28][C:27]([CH3:30])=[CH:26][CH:25]=1)(=[O:22])[O:14]CC1C=CC=CC=1)=[O:10])C1C=CC=CC=1. (3) Given the product [C:24]([CH2:23][CH:22]([NH:21][C:12]([C:10]1[CH:9]=[CH:8][C:7]([N:15]2[CH2:18][C:17]([F:20])([F:19])[CH2:16]2)=[C:6]([O:5][CH2:4][CH:1]2[CH2:2][CH2:3]2)[N:11]=1)=[O:14])[CH:27]1[CH2:28][CH2:29][O:30][CH2:31][CH2:32]1)(=[O:25])[NH2:26], predict the reactants needed to synthesize it. The reactants are: [CH:1]1([CH2:4][O:5][C:6]2[N:11]=[C:10]([C:12]([OH:14])=O)[CH:9]=[CH:8][C:7]=2[N:15]2[CH2:18][C:17]([F:20])([F:19])[CH2:16]2)[CH2:3][CH2:2]1.[NH2:21][CH:22]([CH:27]1[CH2:32][CH2:31][O:30][CH2:29][CH2:28]1)[CH2:23][C:24]([NH2:26])=[O:25].CN(C(ON1N=NC2C=CC=CC1=2)=[N+](C)C)C.[B-](F)(F)(F)F.CCN(C(C)C)C(C)C. (4) Given the product [CH2:15]([O:25][C:24]1[CH:26]=[CH:7][C:2]([Br:1])=[CH:3][C:23]=1[O:12][CH3:9])[C:16]1[CH:21]=[CH:20][CH:19]=[CH:18][CH:17]=1, predict the reactants needed to synthesize it. The reactants are: [Br:1][C:2]1[CH:7]=CC=C[C:3]=1O.[C:9]([O-:12])([O-])=O.[K+].[K+].[CH2:15](Br)[C:16]1[CH:21]=[CH:20][CH:19]=[CH:18][CH:17]=1.[CH3:23][C:24]([CH3:26])=[O:25]. (5) Given the product [F:30][C:29]([F:32])([F:31])[C:27]([OH:33])=[O:28].[Cl:25][C:12]1[N:11]=[C:10]([F:26])[C:9]2[O:8][C:5]3[C:4]([C@:15]4([C:23]5[C:18](=[N:19][CH:20]=[CH:21][CH:22]=5)[C:17]([NH2:24])=[N:16]4)[C:14]=2[CH:13]=1)=[CH:3][C:2]([C:27]1[C:29]([F:32])=[N:11][CH:10]=[CH:9][CH:14]=1)=[CH:7][CH:6]=3, predict the reactants needed to synthesize it. The reactants are: Br[C:2]1[CH:3]=[C:4]2[C@:15]3([C:23]4[C:18](=[N:19][CH:20]=[CH:21][CH:22]=4)[C:17]([NH2:24])=[N:16]3)[C:14]3[CH:13]=[C:12]([Cl:25])[N:11]=[C:10]([F:26])[C:9]=3[O:8][C:5]2=[CH:6][CH:7]=1.[C:27]([OH:33])([C:29]([F:32])([F:31])[F:30])=[O:28]. (6) Given the product [CH3:1][O:2][C:3]1[CH:4]=[C:5]([CH2:17][C:18]([O:20][CH2:21][CH3:22])=[O:19])[CH:6]=[CH:7][C:8]=1[C:34]1[CH:33]=[C:32]([CH2:31][O:30][CH3:29])[CH:37]=[CH:36][CH:35]=1, predict the reactants needed to synthesize it. The reactants are: [CH3:1][O:2][C:3]1[CH:4]=[C:5]([CH2:17][C:18]([O:20][CH2:21][CH3:22])=[O:19])[CH:6]=[CH:7][C:8]=1OS(C(F)(F)F)(=O)=O.C(=O)([O-])[O-].[K+].[K+].[CH3:29][O:30][CH2:31][C:32]1[CH:33]=[C:34](B(O)O)[CH:35]=[CH:36][CH:37]=1. (7) Given the product [CH2:11]([O:10][C:8]([NH:7][CH2:6][CH2:5][CH2:4][CH2:3][C@H:2]([N:1]1[C:24]2[CH:4]=[CH:3][CH:2]=[CH:18][C:28]=2[C:27]2[C:26]1=[CH:27][CH:28]=[CH:24][CH:26]=2)[C:18]([O:20][CH3:21])=[O:19])=[O:9])[C:12]1[CH:17]=[CH:16][CH:15]=[CH:14][CH:13]=1, predict the reactants needed to synthesize it. The reactants are: [NH2:1][C@H:2]([C:18]([O:20][CH3:21])=[O:19])[CH2:3][CH2:4][CH2:5][CH2:6][NH:7][C:8]([O:10][CH2:11][C:12]1[CH:17]=[CH:16][CH:15]=[CH:14][CH:13]=1)=[O:9].CO[CH:24]1[CH2:28][CH2:27][CH:26](OC)O1. (8) Given the product [CH2:14]([O:21][C:22]([NH:1][CH2:2][C:3]1[CH:4]=[CH:5][C:6]([C:7]([OH:9])=[O:8])=[CH:10][CH:11]=1)=[O:23])[C:15]1[CH:20]=[CH:19][CH:18]=[CH:17][CH:16]=1, predict the reactants needed to synthesize it. The reactants are: [NH2:1][CH2:2][C:3]1[CH:11]=[CH:10][C:6]([C:7]([OH:9])=[O:8])=[CH:5][CH:4]=1.[OH-].[Na+].[CH2:14]([O:21][C:22](Cl)=[O:23])[C:15]1[CH:20]=[CH:19][CH:18]=[CH:17][CH:16]=1.Cl. (9) Given the product [Br:12][C:6]1[CH:7]=[CH:8][C:9]([O:10][CH3:11])=[C:2]([OH:1])[C:3]=1[OH:13], predict the reactants needed to synthesize it. The reactants are: [OH:1][C:2]1[C:9]([O:10][CH3:11])=[CH:8][CH:7]=[C:6]([Br:12])[C:3]=1C=O.[OH:13]O.